Dataset: Catalyst prediction with 721,799 reactions and 888 catalyst types from USPTO. Task: Predict which catalyst facilitates the given reaction. Reactant: [CH3:1][N:2]1[CH:6]=[CH:5][C:4]([NH2:7])=[N:3]1.[C:8]([O:12][C:13](=[O:27])[C@@H:14]([NH:19][C:20]([O:22][C:23]([CH3:26])([CH3:25])[CH3:24])=[O:21])[CH2:15][C:16](O)=[O:17])([CH3:11])([CH3:10])[CH3:9].CN(C(ON1N=NC2C=CC=NC1=2)=[N+](C)C)C.F[P-](F)(F)(F)(F)F.C(N(C(C)C)CC)(C)C.[Cl-].[NH4+]. Product: [C:23]([O:22][C:20]([NH:19][C@@H:14]([CH2:15][C:16]([NH:7][C:4]1[CH:5]=[CH:6][N:2]([CH3:1])[N:3]=1)=[O:17])[C:13]([O:12][C:8]([CH3:11])([CH3:10])[CH3:9])=[O:27])=[O:21])([CH3:26])([CH3:25])[CH3:24]. The catalyst class is: 3.